Dataset: NCI-60 drug combinations with 297,098 pairs across 59 cell lines. Task: Regression. Given two drug SMILES strings and cell line genomic features, predict the synergy score measuring deviation from expected non-interaction effect. (1) Drug 1: CC1OCC2C(O1)C(C(C(O2)OC3C4COC(=O)C4C(C5=CC6=C(C=C35)OCO6)C7=CC(=C(C(=C7)OC)O)OC)O)O. Drug 2: C1=NNC2=C1C(=O)NC=N2. Cell line: SF-295. Synergy scores: CSS=43.1, Synergy_ZIP=-3.10, Synergy_Bliss=-5.46, Synergy_Loewe=-36.2, Synergy_HSA=-3.74. (2) Drug 1: CC1C(C(CC(O1)OC2CC(OC(C2O)C)OC3=CC4=CC5=C(C(=O)C(C(C5)C(C(=O)C(C(C)O)O)OC)OC6CC(C(C(O6)C)O)OC7CC(C(C(O7)C)O)OC8CC(C(C(O8)C)O)(C)O)C(=C4C(=C3C)O)O)O)O. Drug 2: COC1=NC(=NC2=C1N=CN2C3C(C(C(O3)CO)O)O)N. Cell line: SNB-75. Synergy scores: CSS=23.6, Synergy_ZIP=5.93, Synergy_Bliss=0.104, Synergy_Loewe=-43.2, Synergy_HSA=-0.347. (3) Drug 1: CN1C(=O)N2C=NC(=C2N=N1)C(=O)N. Drug 2: C(CC(=O)O)C(=O)CN.Cl. Cell line: SR. Synergy scores: CSS=49.2, Synergy_ZIP=0.799, Synergy_Bliss=4.89, Synergy_Loewe=-4.57, Synergy_HSA=3.95.